From a dataset of NCI-60 drug combinations with 297,098 pairs across 59 cell lines. Regression. Given two drug SMILES strings and cell line genomic features, predict the synergy score measuring deviation from expected non-interaction effect. (1) Drug 1: CN(C)C1=NC(=NC(=N1)N(C)C)N(C)C. Drug 2: CC12CCC3C(C1CCC2OP(=O)(O)O)CCC4=C3C=CC(=C4)OC(=O)N(CCCl)CCCl.[Na+]. Cell line: A498. Synergy scores: CSS=-5.62, Synergy_ZIP=1.23, Synergy_Bliss=-0.231, Synergy_Loewe=-6.25, Synergy_HSA=-5.24. (2) Drug 1: C1=CN(C=N1)CC(O)(P(=O)(O)O)P(=O)(O)O. Drug 2: C(CN)CNCCSP(=O)(O)O. Cell line: MCF7. Synergy scores: CSS=-3.37, Synergy_ZIP=2.58, Synergy_Bliss=1.05, Synergy_Loewe=-3.75, Synergy_HSA=-3.40.